From a dataset of Forward reaction prediction with 1.9M reactions from USPTO patents (1976-2016). Predict the product of the given reaction. (1) Given the reactants [CH:1]1([N:7]=[C:8]=[O:9])[CH2:6][CH2:5][CH2:4][CH2:3][CH2:2]1.[CH:10]1([NH:16][C:17]2[N:18]([C:26]3[CH:31]=[CH:30][CH:29]=[CH:28][CH:27]=3)[N:19]=[C:20]3[C:25]=2[CH:24]=[CH:23][CH:22]=[CH:21]3)[CH2:15][CH2:14][CH2:13][CH2:12][CH2:11]1, predict the reaction product. The product is: [CH:10]1([N:16]([C:17]2[N:18]([C:26]3[CH:27]=[CH:28][CH:29]=[CH:30][CH:31]=3)[N:19]=[C:20]3[C:25]=2[CH:24]=[CH:23][CH:22]=[CH:21]3)[C:8]([NH:7][CH:1]2[CH2:6][CH2:5][CH2:4][CH2:3][CH2:2]2)=[O:9])[CH2:15][CH2:14][CH2:13][CH2:12][CH2:11]1. (2) Given the reactants CO[C:3]([C:5]1[S:14][C:8]2=[CH:9][N:10]=[CH:11][C:12](Br)=[C:7]2[CH:6]=1)=[O:4].Cl.CN(C)[CH2:18][CH2:19][CH2:20][N:21]=C=NCC.ON1[C:32]2N=[CH:34][CH:35]=[CH:36][C:31]=2N=N1.C(N([CH:43]([CH3:45])[CH3:44])CC)(C)C.[C:46]([O:50][C:51]([N:53]1[CH2:58][CH2:57][NH:56][CH2:55][CH2:54]1)=[O:52])([CH3:49])([CH3:48])[CH3:47].[CH3:59]N(C=O)C, predict the reaction product. The product is: [C:46]([O:50][C:51]([N:53]1[CH2:58][CH2:57][N:56]([C:3]([C:5]2[S:14][C:8]3=[CH:9][N:10]=[CH:11][C:12]([NH:21][C:20]4[CH:19]=[CH:18][C:36]([C:31]5[CH:32]=[CH:44][CH:43]=[CH:45][CH:59]=5)=[CH:35][CH:34]=4)=[C:7]3[CH:6]=2)=[O:4])[CH2:55][CH2:54]1)=[O:52])([CH3:49])([CH3:47])[CH3:48]. (3) Given the reactants C1(P(C2CCCCC2)C2C=CC=CC=2C2C(C(C)C)=CC(C(C)C)=CC=2C(C)C)CCCCC1.[CH3:35][O:36][C:37]1[CH:38]=[C:39]([C:43]2[CH:44]=[N:45][C:46]([N:50]3[CH2:55][CH2:54][O:53][CH2:52][CH2:51]3)=[CH:47][C:48]=2[NH2:49])[CH:40]=[N:41][CH:42]=1.Cl[C:57]1[C:66]2[C:61](=[C:62]([Cl:67])[CH:63]=[CH:64][CH:65]=2)[N:60]=[C:59]([N:68]2[CH2:72][CH2:71][CH2:70][C:69]2=[O:73])[C:58]=1[CH3:74].CC(C)([O-])C.[Na+], predict the reaction product. The product is: [Cl:67][C:62]1[CH:63]=[CH:64][CH:65]=[C:66]2[C:61]=1[N:60]=[C:59]([N:68]1[CH2:72][CH2:71][CH2:70][C:69]1=[O:73])[C:58]([CH3:74])=[C:57]2[NH:49][C:48]1[CH:47]=[C:46]([N:50]2[CH2:55][CH2:54][O:53][CH2:52][CH2:51]2)[N:45]=[CH:44][C:43]=1[C:39]1[CH:40]=[N:41][CH:42]=[C:37]([O:36][CH3:35])[CH:38]=1. (4) Given the reactants [Si]([O:18][CH2:19][C:20]([CH3:53])([CH3:52])[CH2:21][NH:22][C@@H:23]([C:25]1[CH:30]=[CH:29][C:28]([C:31]2[C:40]([C:41]3[CH:46]=[CH:45][CH:44]=[CH:43][CH:42]=3)=[CH:39][C:38]3[C:33](=[CH:34][CH:35]=[N:36][C:37]=3[C:47]3[CH:48]=[N:49][NH:50][CH:51]=3)[N:32]=2)=[CH:27][CH:26]=1)[CH3:24])(C(C)(C)C)(C1C=CC=CC=1)C1C=CC=CC=1.[F-].C([N+](CCCC)(CCCC)CCCC)CCC.C(OCC)(=O)C, predict the reaction product. The product is: [CH3:53][C:20]([CH3:52])([CH2:21][NH:22][C@@H:23]([C:25]1[CH:30]=[CH:29][C:28]([C:31]2[C:40]([C:41]3[CH:42]=[CH:43][CH:44]=[CH:45][CH:46]=3)=[CH:39][C:38]3[C:33](=[CH:34][CH:35]=[N:36][C:37]=3[C:47]3[CH:48]=[N:49][NH:50][CH:51]=3)[N:32]=2)=[CH:27][CH:26]=1)[CH3:24])[CH2:19][OH:18]. (5) Given the reactants [CH:1]1[CH:2]=[CH:3][N:4]=[C:5]([NH:7][S:8]([C:11]2[CH:12]=[CH:13][C:14]([NH2:17])=[CH:15][CH:16]=2)(=[O:10])=[O:9])[CH:6]=1.[CH:18]1[CH:19]=CC2C(=O)C=CC(=O)[C:22]=2[CH:23]=1.CCN(C(C)C)C(C)C.CI, predict the reaction product. The product is: [CH2:19]([NH:17][C:14]1[CH:13]=[CH:12][C:11]([S:8]([NH:7][C:5]2[CH:6]=[CH:1][CH:2]=[CH:3][N:4]=2)(=[O:10])=[O:9])=[CH:16][CH:15]=1)[CH2:18][CH2:23][CH3:22]. (6) Given the reactants Cl.[OH:2][C:3]12[C:14]3[C:9](=[C:10]([N+:15]([O-])=O)[CH:11]=[CH:12][CH:13]=3)[C:8](=[O:18])[C:7]1([NH:19][C:20]([C:22]1[NH:23][C:24]3[C:29]([CH:30]=1)=[CH:28][CH:27]=[CH:26][CH:25]=3)=[O:21])[C:6]1[CH:31]=[CH:32][C:33]([CH:35]([CH3:37])[CH3:36])=[CH:34][C:5]=1[O:4]2.C(O)C, predict the reaction product. The product is: [NH2:15][C:10]1[CH:11]=[CH:12][CH:13]=[C:14]2[C:9]=1[C:8](=[O:18])[C:7]1([NH:19][C:20]([C:22]3[NH:23][C:24]4[C:29]([CH:30]=3)=[CH:28][CH:27]=[CH:26][CH:25]=4)=[O:21])[C:6]3[CH:31]=[CH:32][C:33]([CH:35]([CH3:37])[CH3:36])=[CH:34][C:5]=3[O:4][C:3]12[OH:2]. (7) The product is: [CH3:12][C:3]1[C:2]([Cl:1])=[C:9]([OH:10])[C:8]([CH2:15]/[CH:16]=[C:17](/[CH2:19][CH2:20][CH:21]=[C:22]([CH3:24])[CH3:23])\[CH3:18])=[C:7]([OH:11])[C:4]=1[CH:5]=[O:6]. Given the reactants [Cl:1][C:2]1[C:3]([CH3:12])=[C:4]([C:7]([OH:11])=[CH:8][C:9]=1[OH:10])[CH:5]=[O:6].[OH-].[K+].[CH2:15](Br)/[CH:16]=[C:17](/[CH2:19][CH2:20][CH:21]=[C:22]([CH3:24])[CH3:23])\[CH3:18], predict the reaction product. (8) The product is: [O:26]([CH2:25][C:9]1[N:10]=[C:11]([N:12]2[CH2:17][CH2:16][N:15]3[C:18]([C:21]([F:24])([F:23])[F:22])=[N:19][N:20]=[C:14]3[CH2:13]2)[C:6]2[CH:5]=[C:4]([CH2:1][CH2:2][CH3:3])[S:27][C:7]=2[N:8]=1)[C:28]1[CH:33]=[CH:32][CH:31]=[CH:30][CH:29]=1. Given the reactants [CH2:1]([C:4]1[S:27][C:7]2[N:8]=[C:9]([CH2:25][OH:26])[N:10]=[C:11]([N:12]3[CH2:17][CH2:16][N:15]4[C:18]([C:21]([F:24])([F:23])[F:22])=[N:19][N:20]=[C:14]4[CH2:13]3)[C:6]=2[CH:5]=1)[CH2:2][CH3:3].[C:28]1(O)[CH:33]=[CH:32][CH:31]=[CH:30][CH:29]=1.C1(P(C2C=CC=CC=2)C2C=CC=CC=2)C=CC=CC=1.CC(OC(/N=N/C(OC(C)C)=O)=O)C, predict the reaction product. (9) Given the reactants CN(C(ON1N=NC2C=CC=NC1=2)=[N+](C)C)C.F[P-](F)(F)(F)(F)F.[NH2:25][C:26]1[CH:27]=[C:28]([C:46]2[CH:51]=[CH:50][CH:49]=[CH:48][CH:47]=2)[CH:29]=[CH:30][C:31]=1[C:32]([NH:34][C@@H:35]([CH:40]1[CH2:45][CH2:44][CH2:43][CH2:42][CH2:41]1)[C:36]([O:38][CH3:39])=[O:37])=[O:33].[Cl:52][C:53]1[CH:58]=[C:57]([Cl:59])[CH:56]=[C:55]([Cl:60])[C:54]=1[CH2:61][C:62](O)=[O:63].C(N(C(C)C)CC)(C)C, predict the reaction product. The product is: [CH:40]1([C@H:35]([NH:34][C:32]([C:31]2[CH:30]=[CH:29][C:28]([C:46]3[CH:47]=[CH:48][CH:49]=[CH:50][CH:51]=3)=[CH:27][C:26]=2[NH:25][C:62](=[O:63])[CH2:61][C:54]2[C:55]([Cl:60])=[CH:56][C:57]([Cl:59])=[CH:58][C:53]=2[Cl:52])=[O:33])[C:36]([O:38][CH3:39])=[O:37])[CH2:45][CH2:44][CH2:43][CH2:42][CH2:41]1. (10) Given the reactants Cl[C:2]1[CH:7]=[CH:6][C:5]([C:8]2[N:9]=[CH:10][C:11]([NH2:14])=[N:12][CH:13]=2)=[C:4]([F:15])[CH:3]=1.[CH3:16][S:17]([C:20]1[CH:25]=[CH:24][CH:23]=[CH:22][C:21]=1B(O)O)(=[O:19])=[O:18], predict the reaction product. The product is: [F:15][C:4]1[CH:3]=[C:2]([C:21]2[CH:22]=[CH:23][CH:24]=[CH:25][C:20]=2[S:17]([CH3:16])(=[O:19])=[O:18])[CH:7]=[CH:6][C:5]=1[C:8]1[N:9]=[CH:10][C:11]([NH2:14])=[N:12][CH:13]=1.